Task: Regression. Given a peptide amino acid sequence and an MHC pseudo amino acid sequence, predict their binding affinity value. This is MHC class I binding data.. Dataset: Peptide-MHC class I binding affinity with 185,985 pairs from IEDB/IMGT (1) The peptide sequence is SVKERGPAY. The MHC is HLA-A02:03 with pseudo-sequence HLA-A02:03. The binding affinity (normalized) is 0. (2) The peptide sequence is VLTSVDIETA. The MHC is HLA-A02:01 with pseudo-sequence HLA-A02:01. The binding affinity (normalized) is 0.389. (3) The peptide sequence is RVVEPIKQI. The MHC is HLA-B15:01 with pseudo-sequence HLA-B15:01. The binding affinity (normalized) is 0.0847.